From a dataset of Reaction yield outcomes from USPTO patents with 853,638 reactions. Predict the reaction yield, written as a fraction of the theoretical maximum amount of product (1.0 means a 100% yield; for example, 0.34 means a 34% yield). (1) The reactants are [CH3:1][S:2]([OH:4])=[O:3].[Na].Br[C:7]1[CH:12]=[CH:11][C:10]([OH:13])=[C:9]([F:14])[CH:8]=1.CNCCNC. The catalyst is CS(C)=O. The product is [F:14][C:9]1[CH:8]=[C:7]([S:2]([CH3:1])(=[O:4])=[O:3])[CH:12]=[CH:11][C:10]=1[OH:13]. The yield is 0.700. (2) The reactants are [CH2:1]([OH:5])[CH2:2][CH2:3][CH3:4].C[Si]([N-][Si](C)(C)C)(C)C.[Na+].[F:16][C:17]1[CH:18]=[C:19]([N:24]2[C:29](=[O:30])[C:28](Cl)=[C:27]([Cl:32])[CH:26]=[N:25]2)[CH:20]=[CH:21][C:22]=1[F:23]. The catalyst is C1COCC1. The product is [F:16][C:17]1[CH:18]=[C:19]([N:24]2[C:29](=[O:30])[C:28]([O:5][CH2:1][CH2:2][CH2:3][CH3:4])=[C:27]([Cl:32])[CH:26]=[N:25]2)[CH:20]=[CH:21][C:22]=1[F:23]. The yield is 0.794. (3) The reactants are O=P(Cl)(Cl)Cl.[Br:6][C:7]1[CH:8]=[C:9]([C:19]([O:21][CH3:22])=[O:20])[C:10]2[CH:11]=[CH:12][N:13]([CH:16]([CH3:18])[CH3:17])[C:14]=2[CH:15]=1.[OH-].[Na+].CN([CH:28]=[O:29])C. The catalyst is O. The product is [Br:6][C:7]1[CH:8]=[C:9]([C:19]([O:21][CH3:22])=[O:20])[C:10]2[C:11]([CH:28]=[O:29])=[CH:12][N:13]([CH:16]([CH3:18])[CH3:17])[C:14]=2[CH:15]=1. The yield is 0.913. (4) The reactants are [O:1]1[CH2:6][CH2:5][CH:4]([C:7]([C:9]2[CH:18]=[CH:17][C:12]([C:13]([O:15][CH3:16])=[O:14])=[CH:11][CH:10]=2)=O)[CH2:3][CH2:2]1.[F:19][C:20]([F:34])([F:33])[C:21]1[CH:22]=[N:23][N:24]([C:26]2[N:31]=[CH:30][C:29]([NH2:32])=[CH:28][CH:27]=2)[CH:25]=1.[B][B][B][B][B][B][B][B][B][B]. The catalyst is CO. The product is [O:1]1[CH2:6][CH2:5][CH:4]([CH:7]([NH:32][C:29]2[CH:30]=[N:31][C:26]([N:24]3[CH:25]=[C:21]([C:20]([F:34])([F:33])[F:19])[CH:22]=[N:23]3)=[CH:27][CH:28]=2)[C:9]2[CH:18]=[CH:17][C:12]([C:13]([O:15][CH3:16])=[O:14])=[CH:11][CH:10]=2)[CH2:3][CH2:2]1. The yield is 0.780. (5) The reactants are [CH2:1]([O:8][C:9]([N:11]1[CH2:16][CH2:15][C:14]([CH2:25][C:26]([OH:28])=O)([NH:17][C:18]([O:20][C:21]([CH3:24])([CH3:23])[CH3:22])=[O:19])[CH2:13][CH2:12]1)=[O:10])[C:2]1[CH:7]=[CH:6][CH:5]=[CH:4][CH:3]=1.C1N=C[N:31](C(N2C=NC=C2)=O)C=1.N. No catalyst specified. The product is [NH2:31][C:26](=[O:28])[CH2:25][C:14]1([NH:17][C:18]([O:20][C:21]([CH3:22])([CH3:24])[CH3:23])=[O:19])[CH2:15][CH2:16][N:11]([C:9]([O:8][CH2:1][C:2]2[CH:3]=[CH:4][CH:5]=[CH:6][CH:7]=2)=[O:10])[CH2:12][CH2:13]1. The yield is 0.270. (6) The reactants are [Cl-].O[NH3+:3].[C:4](=[O:7])([O-])[OH:5].[Na+].CS(C)=O.[CH2:13]([C:15]([OH:55])([CH2:53][CH3:54])[CH2:16][O:17][C@H:18]1[CH2:23][CH2:22][C@H:21]([N:24]2[C:29](=[O:30])[C:28]([CH2:31][C:32]3[CH:37]=[CH:36][C:35]([C:38]4[C:39]([C:44]#[N:45])=[CH:40][CH:41]=[CH:42][CH:43]=4)=[CH:34][CH:33]=3)=[C:27]([CH2:46][CH2:47][CH3:48])[N:26]3[N:49]=[C:50]([CH3:52])[N:51]=[C:25]23)[CH2:20][CH2:19]1)[CH3:14]. The catalyst is C(OCC)(=O)C. The product is [CH2:13]([C:15]([OH:55])([CH2:53][CH3:54])[CH2:16][O:17][C@H:18]1[CH2:23][CH2:22][C@H:21]([N:24]2[C:29](=[O:30])[C:28]([CH2:31][C:32]3[CH:33]=[CH:34][C:35]([C:38]4[CH:43]=[CH:42][CH:41]=[CH:40][C:39]=4[C:44]4[NH:3][C:4](=[O:7])[O:5][N:45]=4)=[CH:36][CH:37]=3)=[C:27]([CH2:46][CH2:47][CH3:48])[N:26]3[N:49]=[C:50]([CH3:52])[N:51]=[C:25]23)[CH2:20][CH2:19]1)[CH3:14]. The yield is 0.480.